Dataset: Forward reaction prediction with 1.9M reactions from USPTO patents (1976-2016). Task: Predict the product of the given reaction. (1) Given the reactants FC(F)(F)C(O)=O.C(OC([NH:15][CH:16]([CH2:25][C:26]1[CH:31]=[CH:30][CH:29]=[CH:28][CH:27]=1)[C:17]([NH:19][CH2:20][C:21](OC)=[O:22])=[O:18])=O)(C)(C)C.N, predict the reaction product. The product is: [CH2:25]([CH:16]1[NH:15][C:21](=[O:22])[CH2:20][NH:19][C:17]1=[O:18])[C:26]1[CH:31]=[CH:30][CH:29]=[CH:28][CH:27]=1. (2) Given the reactants [CH3:1][C:2]1[CH:7]=[CH:6][N:5]=[C:4]([Br:8])[CH:3]=1.[Li+].CC([N-]C(C)C)C.[CH2:17]1[CH2:25][O:24][C:23]2[C:19](=[C:20]([CH:26]=[O:27])[S:21][CH:22]=2)[O:18]1.CCOC(C)=O, predict the reaction product. The product is: [Br:8][C:4]1[CH:3]=[C:2]([CH2:1][CH:26]([C:20]2[S:21][CH:22]=[C:23]3[O:24][CH2:25][CH2:17][O:18][C:19]=23)[OH:27])[CH:7]=[CH:6][N:5]=1. (3) The product is: [F:1][C:2]1[CH:3]=[C:4]([CH:18]=[C:19]([F:21])[CH:20]=1)[CH2:5][C@H:6]1[C@@H:10]([C@H:11]2[CH2:16][C@H:14]([OH:15])[CH2:13][N:12]2[CH:26]([C:25]2[CH:24]=[CH:23][CH:48]=[CH:47][CH:46]=2)[C:27]2[CH:31]=[CH:32][CH:37]=[CH:52][CH:50]=2)[O:9][C:8](=[O:17])[NH:7]1. Given the reactants [F:1][C:2]1[CH:3]=[C:4]([CH:18]=[C:19]([F:21])[CH:20]=1)[CH2:5][C@H:6]1[C@@H:10]([CH:11]2[CH2:16][O:15][CH2:14][CH2:13][NH:12]2)[O:9][C:8](=[O:17])[NH:7]1.F[C:23]1[CH:24]=[C:25]([CH:46]=[C:47](F)[CH:48]=1)[CH2:26][C@H:27]1[C@@H:31]([CH:32]2[CH2:37]OCCN2C(OC(C)(C)C)=O)OC(=O)N1.[C:50](O)([C:52](F)(F)F)=O, predict the reaction product. (4) Given the reactants [F:1][C:2]1[CH:3]=[C:4]([C:9](=O)[CH2:10][NH:11][C:12]([CH2:19][CH3:20])([CH2:17][CH3:18])[C:13]([O:15]C)=O)[CH:5]=[C:6]([F:8])[CH:7]=1.Cl.[CH2:23]([O:25][C:26](=[O:29])[CH2:27][NH2:28])C.CC(O)=O.[BH3-]C#N.[Na+], predict the reaction product. The product is: [F:8][C:6]1[CH:5]=[C:4]([C@H:9]2[N:28]([CH2:27][C:26]([O:25][CH3:23])=[O:29])[C:13](=[O:15])[C:12]([CH2:19][CH3:20])([CH2:17][CH3:18])[NH:11][CH2:10]2)[CH:3]=[C:2]([F:1])[CH:7]=1. (5) Given the reactants [Br:1][C:2]1[CH:9]=[CH:8][CH:7]=[CH:6][C:3]=1[CH:4]=[O:5].[Cl:10][C:11]1[CH:16]=[CH:15][C:14]([Mg]Br)=[CH:13][CH:12]=1.[Cl-].[NH4+], predict the reaction product. The product is: [Cl:10][C:11]1[CH:16]=[CH:15][C:14]([CH:4]([C:3]2[CH:6]=[CH:7][CH:8]=[CH:9][C:2]=2[Br:1])[OH:5])=[CH:13][CH:12]=1. (6) Given the reactants [CH3:1][C:2]1[CH:3]=[C:4]2[C:8](=[CH:9][CH:10]=1)[N:7](/[CH:11]=[CH:12]\[C:13]1[CH:14]=[N:15][C:16]([CH3:19])=[CH:17][CH:18]=1)[C:6]1[CH2:20][CH:21]3[NH:26][CH:25]([C:5]2=1)[CH2:24][CH2:23][CH2:22]3, predict the reaction product. The product is: [CH3:1][C:2]1[CH:3]=[C:4]2[C:8](=[CH:9][CH:10]=1)[N:7]([CH2:11][CH2:12][C:13]1[CH:14]=[N:15][C:16]([CH3:19])=[CH:17][CH:18]=1)[C:6]1[CH2:20][C@@H:21]3[NH:26][C@H:25]([C:5]2=1)[CH2:24][CH2:23][CH2:22]3. (7) The product is: [OH:26][C@@H:25]([C:27]1[CH:32]=[CH:31][CH:30]=[CH:29][CH:28]=1)[C@@H:24]([NH:23][C:16](=[O:18])[C:15]1[CH:19]=[CH:20][CH:21]=[CH:22][C:14]=1[CH:11]1[CH2:10][CH2:9][NH:8][CH2:13][CH2:12]1)[CH2:33][OH:34]. Given the reactants C(OC([N:8]1[CH2:13][CH2:12][CH:11]([C:14]2[CH:22]=[CH:21][CH:20]=[CH:19][C:15]=2[C:16]([OH:18])=O)[CH2:10][CH2:9]1)=O)(C)(C)C.[NH2:23][C@@H:24]([CH2:33][OH:34])[C@H:25]([C:27]1[CH:32]=[CH:31][CH:30]=[CH:29][CH:28]=1)[OH:26].CN(C(ON1N=NC2C=CC=CC1=2)=[N+](C)C)C.F[P-](F)(F)(F)(F)F.CCN(C(C)C)C(C)C, predict the reaction product. (8) Given the reactants [CH:1]1([C:7]2[C:8]3[S:14][C:13]([C:15]([OH:17])=[O:16])=[CH:12][C:9]=3[NH:10][CH:11]=2)[CH2:6][CH2:5][CH2:4][CH2:3][CH2:2]1.[CH3:18][C:19]([O:22][C:23](O[C:23]([O:22][C:19]([CH3:21])([CH3:20])[CH3:18])=[O:24])=[O:24])([CH3:21])[CH3:20].[CH3:33]CN(CC)CC.C[Si](C=[N+]=[N-])(C)C, predict the reaction product. The product is: [C:19]([O:22][C:23]([N:10]1[CH:11]=[C:7]([CH:1]2[CH2:2][CH2:3][CH2:4][CH2:5][CH2:6]2)[C:8]2[S:14][C:13]([C:15]([O:17][CH3:33])=[O:16])=[CH:12][C:9]1=2)=[O:24])([CH3:21])([CH3:20])[CH3:18].